This data is from Catalyst prediction with 721,799 reactions and 888 catalyst types from USPTO. The task is: Predict which catalyst facilitates the given reaction. (1) Reactant: [CH2:1]([O:8][C:9]1[CH:14]=[CH:13][CH:12]=[CH:11][C:10]=1[C:15]1[N:20]=[C:19](Br)[C:18]([CH:22]=O)=[C:17]([CH:24]2[CH2:29][CH2:28][CH2:27][N:26]([C:30]([O:32][C:33]([CH3:36])([CH3:35])[CH3:34])=[O:31])[CH2:25]2)[CH:16]=1)[C:2]1[CH:7]=[CH:6][CH:5]=[CH:4][CH:3]=1.O.[NH2:38][NH2:39]. Product: [CH2:1]([O:8][C:9]1[CH:14]=[CH:13][CH:12]=[CH:11][C:10]=1[C:15]1[N:20]=[C:19]2[NH:38][N:39]=[CH:22][C:18]2=[C:17]([CH:24]2[CH2:29][CH2:28][CH2:27][N:26]([C:30]([O:32][C:33]([CH3:34])([CH3:35])[CH3:36])=[O:31])[CH2:25]2)[CH:16]=1)[C:2]1[CH:3]=[CH:4][CH:5]=[CH:6][CH:7]=1. The catalyst class is: 12. (2) Product: [F:27][CH:14]([F:13])[C:15]1[N:16]=[N:17][N:18]([C:20]2[CH:21]=[CH:22][C:23]([F:26])=[CH:24][CH:25]=2)[C:19]=1[CH2:36][OH:37]. The catalyst class is: 1. Reactant: C(NC(C)C)(C)C.C([Li])CCC.[F:13][CH:14]([F:27])[C:15]1[N:16]=[N:17][N:18]([C:20]2[CH:25]=[CH:24][C:23]([F:26])=[CH:22][CH:21]=2)[CH:19]=1.[Li+].CC([N-]C(C)C)C.[CH2:36]=[O:37]. (3) Product: [OH:30][C:5]1[C:4]([CH3:23])=[N:3][N:2]([CH3:1])[C:7](=[O:8])[C:6]=1[C:9]1[C:17]2[C:12](=[CH:13][CH:14]=[CH:15][CH:16]=2)[N:11]([CH3:18])[CH:10]=1. The catalyst class is: 6. Reactant: [CH3:1][N:2]1[C:7](=[O:8])[C:6]([C:9]2[C:17]3[C:12](=[CH:13][CH:14]=[CH:15][CH:16]=3)[N:11]([CH3:18])[CH:10]=2)=[C:5](S(C)(=O)=O)[C:4]([CH3:23])=[N:3]1.CN1CCCC1=[O:30].[OH-].[Na+]. (4) Reactant: [C:1]([O:5][C:6](=[O:26])[NH:7][C@H:8]1[CH2:13][CH2:12][C@H:11]([CH2:14][NH:15][C:16]2[C:21]([N+:22]([O-:24])=[O:23])=[CH:20][N:19]=[C:18](Cl)[N:17]=2)[CH2:10][CH2:9]1)([CH3:4])([CH3:3])[CH3:2].[C:27]1([CH:33]([NH2:41])[CH2:34][C:35]2[CH:40]=[CH:39][CH:38]=[CH:37][CH:36]=2)[CH:32]=[CH:31][CH:30]=[CH:29][CH:28]=1.CCOC(C)=O. The catalyst class is: 2. Product: [C:1]([O:5][C:6](=[O:26])[NH:7][CH:8]1[CH2:13][CH2:12][CH:11]([CH2:14][NH:15][C:16]2[C:21]([N+:22]([O-:24])=[O:23])=[CH:20][N:19]=[C:18]([NH:41][CH:33]([C:27]3[CH:32]=[CH:31][CH:30]=[CH:29][CH:28]=3)[CH2:34][C:35]3[CH:40]=[CH:39][CH:38]=[CH:37][CH:36]=3)[N:17]=2)[CH2:10][CH2:9]1)([CH3:4])([CH3:3])[CH3:2]. (5) Reactant: [C:1]([O:8][CH2:9][CH3:10])(=[O:7])[C:2]([O:4]CC)=O.[C:11]1([C:17](=[O:19])[CH3:18])[CH:16]=[CH:15][CH:14]=[CH:13][CH:12]=1.[H-].[Na+].Cl. Product: [CH2:9]([O:8][C:1](=[O:7])[C:2](=[O:4])[CH2:18][C:17](=[O:19])[C:11]1[CH:16]=[CH:15][CH:14]=[CH:13][CH:12]=1)[CH3:10]. The catalyst class is: 18. (6) Reactant: [CH:1]1([NH:4][NH2:5])[CH2:3][CH2:2]1.[C:6]([O:12][CH2:13][CH3:14])(=O)[O:7]COC.[C:15]1(C)[CH:20]=CC=[CH:17][CH:16]=1. Product: [CH:1]1([N:4]2[C:20]([C:6]([O:12][CH2:13][CH3:14])=[O:7])=[CH:15][C:16]([CH3:17])=[N:5]2)[CH2:3][CH2:2]1. The catalyst class is: 14. (7) Reactant: [I:1][C:2]1[CH:3]=[C:4]([NH:9]N)[CH:5]=[C:6]([I:8])[CH:7]=1.[CH3:11][CH:12]([CH3:16])[C:13](=O)[CH3:14]. Product: [I:1][C:2]1[CH:7]=[C:6]([I:8])[CH:5]=[C:4]2[C:3]=1[C:12]([CH3:16])([CH3:11])[C:13]([CH3:14])=[N:9]2. The catalyst class is: 15.